Dataset: Full USPTO retrosynthesis dataset with 1.9M reactions from patents (1976-2016). Task: Predict the reactants needed to synthesize the given product. (1) Given the product [CH3:14][Si:15]([CH3:17])([CH3:16])[CH2:45][CH2:44][O:43][C:40](=[O:42])[NH:35][C:38]1[CH:39]=[CH:49][CH:48]=[C:47]([C:27]([C:2]2[CH:10]=[C:9]3[C:5]([C:6]([CH2:19][CH2:20][C:21]4[CH:26]=[CH:25][CH:24]=[CH:23][N:22]=4)=[N:7][N:8]3[CH2:11][O:12][CH2:13][CH2:14][Si:15]([CH3:18])([CH3:17])[CH3:16])=[CH:4][CH:3]=2)=[O:30])[CH:46]=1, predict the reactants needed to synthesize it. The reactants are: I[C:2]1[CH:10]=[C:9]2[C:5]([C:6](/[CH:19]=[CH:20]/[C:21]3[CH:26]=[CH:25][CH:24]=[CH:23][N:22]=3)=[N:7][N:8]2[CH2:11][O:12][CH2:13][CH2:14][Si:15]([CH3:18])([CH3:17])[CH3:16])=[CH:4][CH:3]=1.[C:27](=[O:30])([O-])[O-].[K+].[K+].C([N:35]([CH2:38][CH3:39])CC)C.[C:40]([O:43][CH2:44][CH3:45])(=[O:42])C.[CH3:46][CH2:47][CH2:48][CH2:49]CC. (2) Given the product [CH3:9][O:8][C:5]1[CH:6]=[CH:7][C:2]([CH2:1][Br:13])=[CH:3][C:4]=1[N+:10]([O-:12])=[O:11], predict the reactants needed to synthesize it. The reactants are: [CH3:1][C:2]1[CH:7]=[CH:6][C:5]([O:8][CH3:9])=[C:4]([N+:10]([O-:12])=[O:11])[CH:3]=1.[Br:13]N1C(=O)CCC1=O.C(OOC(=O)C1C=CC=CC=1)(=O)C1C=CC=CC=1.O. (3) Given the product [S:35]1[C:39]2[CH:40]=[C:41]([NH:44][C:25]3[C:26]4[CH:33]=[C:32]([I:34])[NH:31][C:27]=4[N:28]=[CH:29][N:30]=3)[CH:42]=[CH:43][C:38]=2[N:37]=[CH:36]1, predict the reactants needed to synthesize it. The reactants are: ClC1C2C=C(C3CCN(C(OC(C)(C)C)=O)CC=3)NC=2N=CN=1.Cl[C:25]1[C:26]2[CH:33]=[C:32]([I:34])[NH:31][C:27]=2[N:28]=[CH:29][N:30]=1.[S:35]1[C:39]2[CH:40]=[C:41]([NH2:44])[CH:42]=[CH:43][C:38]=2[N:37]=[CH:36]1. (4) Given the product [C:1]([NH:5][C:6]([NH:8][C:9]1[C:10]([CH3:28])=[C:11]([CH:29]=[O:31])[C:12]2[O:16][CH2:15][C@H:14]([C:17]3[CH:18]=[CH:19][C:20]([CH:23]([CH3:24])[CH3:25])=[CH:21][CH:22]=3)[C:13]=2[C:26]=1[CH3:27])=[O:7])([CH3:2])([CH3:3])[CH3:4], predict the reactants needed to synthesize it. The reactants are: [C:1]([NH:5][C:6]([NH:8][C:9]1[C:10]([CH3:28])=[CH:11][C:12]2[O:16][CH2:15][C@H:14]([C:17]3[CH:22]=[CH:21][C:20]([CH:23]([CH3:25])[CH3:24])=[CH:19][CH:18]=3)[C:13]=2[C:26]=1[CH3:27])=[O:7])([CH3:4])([CH3:3])[CH3:2].[C:29](OCC)(=[O:31])C.CCCCCC. (5) Given the product [CH3:37][N:39]([CH3:40])[C:1]([N:24]1[CH2:23][CH2:22][C:21]([CH2:20][CH2:19][N:18]2[CH:16]3[CH2:15][CH2:14][CH:13]2[CH2:12][CH:11]([N:10]2[C:9]4[CH:33]=[CH:34][CH:35]=[CH:36][C:8]=4[N:7]=[C:6]2[CH3:5])[CH2:17]3)([C:27]2[CH:32]=[CH:31][CH:30]=[CH:29][CH:28]=2)[CH2:26][CH2:25]1)=[O:2], predict the reactants needed to synthesize it. The reactants are: [C:1](Cl)(Cl)=[O:2].[CH3:5][C:6]1[N:10]([CH:11]2[CH2:17][CH:16]3[N:18]([CH2:19][CH2:20][C:21]4([C:27]5[CH:32]=[CH:31][CH:30]=[CH:29][CH:28]=5)[CH2:26][CH2:25][NH:24][CH2:23][CH2:22]4)[CH:13]([CH2:14][CH2:15]3)[CH2:12]2)[C:9]2[CH:33]=[CH:34][CH:35]=[CH:36][C:8]=2[N:7]=1.[CH2:37]([N:39](CC)[CH2:40]C)C. (6) Given the product [CH2:6]([N:40]([CH2:39][C:5]1[CH:6]=[CH:7][C:8]([NH:11][C:12](=[O:27])[C:13]2[CH:14]=[CH:15][C:16]([CH2:19][N:20]([CH2:21][C:22]3[NH:23][CH:24]=[CH:25][N:26]=3)[CH2:37][C:34]3[CH:35]=[CH:36][N:31]=[CH:32][CH:33]=3)=[CH:17][CH:18]=2)=[CH:9][CH:10]=1)[CH2:7][CH2:8][CH3:9])[CH2:5][CH3:10], predict the reactants needed to synthesize it. The reactants are: C(N(CCC)[C:5]1[CH:10]=[CH:9][C:8]([NH:11][C:12](=[O:27])[C:13]2[CH:18]=[CH:17][C:16]([CH2:19][NH:20][CH2:21][C:22]3[NH:23][CH:24]=[CH:25][N:26]=3)=[CH:15][CH:14]=2)=[CH:7][CH:6]=1)CC.[N:31]1[CH:36]=[CH:35][C:34]([CH:37]=O)=[CH:33][CH:32]=1.[C:39]([BH3-])#[N:40].[Na+].C(=O)(O)[O-].[Na+]. (7) Given the product [Cl:1][C:2]1[CH:3]=[CH:4][C:5]([CH:8]([C:20]2[CH:25]=[CH:24][C:23]([Cl:26])=[CH:22][CH:21]=2)[C:9]2[CH:10]=[C:11]3[C:16](=[CH:17][CH:18]=2)[N:15]=[CH:14][N:13]=[C:12]3[NH:28][CH:29]2[CH2:34][CH2:33][C:32](=[O:35])[CH2:31][CH2:30]2)=[CH:6][CH:7]=1, predict the reactants needed to synthesize it. The reactants are: [Cl:1][C:2]1[CH:7]=[CH:6][C:5]([CH:8]([C:20]2[CH:25]=[CH:24][C:23]([Cl:26])=[CH:22][CH:21]=2)[C:9]2[CH:10]=[C:11]3[C:16](=[CH:17][CH:18]=2)[N:15]=[CH:14][N:13]=[C:12]3Cl)=[CH:4][CH:3]=1.Cl.[NH2:28][CH:29]1[CH2:34][CH2:33][C:32](=[O:35])[CH2:31][CH2:30]1.CC(O)C. (8) Given the product [N:12]1([CH2:11][C:9]2[N:10]=[C:6]3[CH:5]=[CH:4][CH:3]=[C:2]([N:26]4[CH2:31][CH2:30][CH:29]([OH:32])[CH2:28][CH2:27]4)[N:7]3[CH:8]=2)[C@H:25]2[C@H:16]([CH2:17][CH2:18][C:19]3[C:24]2=[N:23][CH:22]=[CH:21][CH:20]=3)[CH2:15][CH2:14][CH2:13]1, predict the reactants needed to synthesize it. The reactants are: F[C:2]1[N:7]2[CH:8]=[C:9]([CH2:11][N:12]3[C@H:25]4[C@H:16]([CH2:17][CH2:18][C:19]5[C:24]4=[N:23][CH:22]=[CH:21][CH:20]=5)[CH2:15][CH2:14][CH2:13]3)[N:10]=[C:6]2[CH:5]=[CH:4][CH:3]=1.[NH:26]1[CH2:31][CH2:30][CH:29]([OH:32])[CH2:28][CH2:27]1. (9) Given the product [CH:1](=[N:14]/[C@H:12]([C:6]1[CH:11]=[CH:10][CH:9]=[CH:8][CH:7]=1)[CH3:13])\[CH2:2][CH2:3][CH3:4], predict the reactants needed to synthesize it. The reactants are: [CH:1](=O)[CH2:2][CH2:3][CH3:4].[C:6]1([C@@H:12]([NH2:14])[CH3:13])[CH:11]=[CH:10][CH:9]=[CH:8][CH:7]=1. (10) Given the product [CH3:3][O:4][C:5]([C:7]1[C:15]2[C:10](=[N:11][CH:12]=[C:13]([Cl:16])[CH:14]=2)[N:9]([S:17]([C:20]2[CH:25]=[CH:24][CH:23]=[CH:22][CH:21]=2)(=[O:19])=[O:18])[C:8]=1[CH2:26][N:31]([CH2:30][C:28]#[N:29])[S:32]([C:35]1[CH:36]=[CH:37][C:38]([CH3:41])=[CH:39][CH:40]=1)(=[O:34])=[O:33])=[O:6], predict the reactants needed to synthesize it. The reactants are: [H-].[Na+].[CH3:3][O:4][C:5]([C:7]1[C:15]2[C:10](=[N:11][CH:12]=[C:13]([Cl:16])[CH:14]=2)[N:9]([S:17]([C:20]2[CH:25]=[CH:24][CH:23]=[CH:22][CH:21]=2)(=[O:19])=[O:18])[C:8]=1[CH2:26]Br)=[O:6].[C:28]([CH2:30][NH:31][S:32]([C:35]1[CH:40]=[CH:39][C:38]([CH3:41])=[CH:37][CH:36]=1)(=[O:34])=[O:33])#[N:29].Cl.